Dataset: Full USPTO retrosynthesis dataset with 1.9M reactions from patents (1976-2016). Task: Predict the reactants needed to synthesize the given product. (1) Given the product [C:13]1([CH2:12][C:11]([NH:10][CH2:9][C:8]2[CH:20]=[CH:21][C:5]([C:3]3[N:4]=[C:25]([C:24]([N:40]4[CH2:44][CH2:43][CH2:42][CH2:38][CH2:39]4)=[O:23])[O:1][N:2]=3)=[CH:6][CH:7]=2)=[O:19])[CH:14]=[CH:15][CH:16]=[CH:17][CH:18]=1, predict the reactants needed to synthesize it. The reactants are: [OH:1][NH:2][C:3]([C:5]1[CH:21]=[CH:20][C:8]([CH2:9][NH:10][C:11](=[O:19])[CH2:12][C:13]2[CH:18]=[CH:17][CH:16]=[CH:15][CH:14]=2)=[CH:7][CH:6]=1)=[NH:4].C[O:23][C:24](=O)[C:25](Cl)=O.CCN(C(C)C)C(C)C.[CH2:38]1[CH:42]2[CH:43](C3ON=C(N)N=3)[CH2:44][N:40](C2)[CH2:39]1. (2) Given the product [CH:47]1([CH2:46][O:45][C:6]2[CH:7]=[CH:8][C:9]3[C:10]([CH2:14][CH2:15][CH:16]4[CH2:21][CH2:20][N:19]([CH2:22][C:23]5([CH2:26][OH:27])[CH2:24][CH2:25]5)[CH2:18][CH2:17]4)=[N:11][O:12][C:13]=3[C:5]=2[CH2:4][N:2]([CH3:3])[CH3:1])[CH2:48][CH2:49]1, predict the reactants needed to synthesize it. The reactants are: [CH3:1][N:2]([CH2:4][C:5]1[C:13]2[O:12][N:11]=[C:10]([CH2:14][CH2:15][CH:16]3[CH2:21][CH2:20][N:19]([CH2:22][C:23]4([CH2:26][O:27][Si](C(C)(C)C)(C5C=CC=CC=5)C5C=CC=CC=5)[CH2:25][CH2:24]4)[CH2:18][CH2:17]3)[C:9]=2[CH:8]=[CH:7][C:6]=1[O:45][CH2:46][CH:47]1[CH2:49][CH2:48]1)[CH3:3].[F-].C([N+](CCCC)(CCCC)CCCC)CCC.C(OCC)(=O)C.[Cl-].[NH4+].